This data is from Peptide-MHC class I binding affinity with 185,985 pairs from IEDB/IMGT. The task is: Regression. Given a peptide amino acid sequence and an MHC pseudo amino acid sequence, predict their binding affinity value. This is MHC class I binding data. (1) The peptide sequence is AVMAPRTHNR. The MHC is HLA-A02:03 with pseudo-sequence HLA-A02:03. The binding affinity (normalized) is 0. (2) The peptide sequence is GLARLDALV. The MHC is HLA-A02:01 with pseudo-sequence HLA-A02:01. The binding affinity (normalized) is 0.766. (3) The peptide sequence is MNFKRRGGIGD. The MHC is HLA-B27:05 with pseudo-sequence HLA-B27:05. The binding affinity (normalized) is 0. (4) The peptide sequence is YQVEGATRV. The MHC is HLA-A26:01 with pseudo-sequence HLA-A26:01. The binding affinity (normalized) is 0.0847. (5) The peptide sequence is NTAINFFLY. The MHC is HLA-A02:03 with pseudo-sequence HLA-A02:03. The binding affinity (normalized) is 0.0847. (6) The peptide sequence is REFVATTRTL. The MHC is HLA-B18:01 with pseudo-sequence HLA-B18:01. The binding affinity (normalized) is 0.117. (7) The MHC is HLA-A02:19 with pseudo-sequence HLA-A02:19. The binding affinity (normalized) is 0.0847. The peptide sequence is LVTARQKLK. (8) The peptide sequence is LSRKTFDSEY. The MHC is HLA-A01:01 with pseudo-sequence HLA-A01:01. The binding affinity (normalized) is 0.306. (9) The peptide sequence is EEEKRWIAVPT. The MHC is Mamu-A11 with pseudo-sequence Mamu-A11. The binding affinity (normalized) is 0.214. (10) The binding affinity (normalized) is 0.551. The peptide sequence is LLMLLPTALA. The MHC is HLA-A02:01 with pseudo-sequence HLA-A02:01.